This data is from NCI-60 drug combinations with 297,098 pairs across 59 cell lines. The task is: Regression. Given two drug SMILES strings and cell line genomic features, predict the synergy score measuring deviation from expected non-interaction effect. (1) Drug 1: CCCS(=O)(=O)NC1=C(C(=C(C=C1)F)C(=O)C2=CNC3=C2C=C(C=N3)C4=CC=C(C=C4)Cl)F. Drug 2: C1C(C(OC1N2C=NC3=C(N=C(N=C32)Cl)N)CO)O. Cell line: K-562. Synergy scores: CSS=2.63, Synergy_ZIP=-0.907, Synergy_Bliss=5.82, Synergy_Loewe=-12.1, Synergy_HSA=2.88. (2) Synergy scores: CSS=13.8, Synergy_ZIP=-0.954, Synergy_Bliss=2.55, Synergy_Loewe=3.55, Synergy_HSA=3.24. Cell line: HCT116. Drug 2: CC(C)(C#N)C1=CC(=CC(=C1)CN2C=NC=N2)C(C)(C)C#N. Drug 1: COC1=C(C=C2C(=C1)N=CN=C2NC3=CC(=C(C=C3)F)Cl)OCCCN4CCOCC4. (3) Drug 1: C1CCC(CC1)NC(=O)N(CCCl)N=O. Drug 2: CC1=C(C(=O)C2=C(C1=O)N3CC4C(C3(C2COC(=O)N)OC)N4)N. Cell line: UACC62. Synergy scores: CSS=40.5, Synergy_ZIP=-15.0, Synergy_Bliss=-11.0, Synergy_Loewe=-8.61, Synergy_HSA=-6.27. (4) Drug 1: CC(C)NC(=O)C1=CC=C(C=C1)CNNC.Cl. Drug 2: CC(C)CN1C=NC2=C1C3=CC=CC=C3N=C2N. Cell line: CAKI-1. Synergy scores: CSS=2.43, Synergy_ZIP=0.0903, Synergy_Bliss=2.55, Synergy_Loewe=-1.68, Synergy_HSA=-1.06. (5) Drug 1: CN(C(=O)NC(C=O)C(C(C(CO)O)O)O)N=O. Drug 2: C1CN(P(=O)(OC1)NCCCl)CCCl. Cell line: LOX IMVI. Synergy scores: CSS=-5.00, Synergy_ZIP=5.86, Synergy_Bliss=4.81, Synergy_Loewe=-4.08, Synergy_HSA=-2.77. (6) Cell line: MDA-MB-231. Synergy scores: CSS=19.8, Synergy_ZIP=-0.385, Synergy_Bliss=0.288, Synergy_Loewe=-4.98, Synergy_HSA=2.24. Drug 2: CCC1(C2=C(COC1=O)C(=O)N3CC4=CC5=C(C=CC(=C5CN(C)C)O)N=C4C3=C2)O.Cl. Drug 1: CC1=C(C(CCC1)(C)C)C=CC(=CC=CC(=CC(=O)O)C)C. (7) Drug 1: C1=CC=C(C(=C1)C(C2=CC=C(C=C2)Cl)C(Cl)Cl)Cl. Drug 2: CC12CCC3C(C1CCC2O)C(CC4=C3C=CC(=C4)O)CCCCCCCCCS(=O)CCCC(C(F)(F)F)(F)F. Cell line: HT29. Synergy scores: CSS=1.24, Synergy_ZIP=-0.993, Synergy_Bliss=-3.96, Synergy_Loewe=-2.65, Synergy_HSA=-4.34. (8) Drug 1: CNC(=O)C1=CC=CC=C1SC2=CC3=C(C=C2)C(=NN3)C=CC4=CC=CC=N4. Drug 2: CC1C(C(CC(O1)OC2CC(OC(C2O)C)OC3=CC4=CC5=C(C(=O)C(C(C5)C(C(=O)C(C(C)O)O)OC)OC6CC(C(C(O6)C)O)OC7CC(C(C(O7)C)O)OC8CC(C(C(O8)C)O)(C)O)C(=C4C(=C3C)O)O)O)O. Cell line: A549. Synergy scores: CSS=6.43, Synergy_ZIP=-2.69, Synergy_Bliss=-4.85, Synergy_Loewe=-3.46, Synergy_HSA=-4.83. (9) Drug 1: C1=C(C(=O)NC(=O)N1)F. Drug 2: CS(=O)(=O)OCCCCOS(=O)(=O)C. Cell line: BT-549. Synergy scores: CSS=34.9, Synergy_ZIP=-6.88, Synergy_Bliss=-4.26, Synergy_Loewe=-7.54, Synergy_HSA=-1.36.